From a dataset of Catalyst prediction with 721,799 reactions and 888 catalyst types from USPTO. Predict which catalyst facilitates the given reaction. (1) Reactant: CC1(C)[O:7][CH2:6][C:5]2([CH2:27][C:10]3=[C:11]([C:24](=[O:26])[CH3:25])[C:12]4[C:17]([CH:18]=[C:9]3[CH2:8]2)=[C:16]([N:19]2[CH2:23][CH2:22][CH2:21][CH2:20]2)[CH:15]=[CH:14][CH:13]=4)[CH2:4][O:3]1.Cl. Product: [OH:3][CH2:4][C:5]1([CH2:6][OH:7])[CH2:8][C:9]2=[CH:18][C:17]3[C:12]([C:11]([C:24](=[O:26])[CH3:25])=[C:10]2[CH2:27]1)=[CH:13][CH:14]=[CH:15][C:16]=3[N:19]1[CH2:23][CH2:22][CH2:21][CH2:20]1. The catalyst class is: 1. (2) Reactant: Cl.[CH2:2]1[NH:7][CH2:6][CH2:5][N:4]2[C:8](=[O:11])[CH2:9][CH2:10][CH:3]12.[C:12]([O:16][C:17](O[C:17]([O:16][C:12]([CH3:15])([CH3:14])[CH3:13])=[O:18])=[O:18])([CH3:15])([CH3:14])[CH3:13].C(N(CC)CC)C. Product: [O:11]=[C:8]1[N:4]2[CH2:5][CH2:6][N:7]([C:17]([O:16][C:12]([CH3:15])([CH3:14])[CH3:13])=[O:18])[CH2:2][CH:3]2[CH2:10][CH2:9]1. The catalyst class is: 2.